From a dataset of Reaction yield outcomes from USPTO patents with 853,638 reactions. Predict the reaction yield, written as a fraction of the theoretical maximum amount of product (1.0 means a 100% yield; for example, 0.34 means a 34% yield). (1) The reactants are C([O-])([O-])=O.[Cs+].[Cs+].[CH3:7][C:8]1[CH:13]=[C:12]([CH3:14])[N:11]=[C:10]([N:15]2[CH2:46][CH2:45][C:18]3([N:23]([CH2:24][C:25]4[CH:33]=[CH:32][CH:31]=[C:30]5[C:26]=4[CH:27]=[CH:28][N:29]5S(C4C=CC(C)=CC=4)(=O)=O)[C:22](=[O:44])[CH2:21][CH2:20][CH2:19]3)[CH2:17][CH2:16]2)[N:9]=1. The catalyst is CO. The product is [NH:29]1[C:30]2[C:26](=[C:25]([CH2:24][N:23]3[C:18]4([CH2:17][CH2:16][N:15]([C:10]5[N:11]=[C:12]([CH3:14])[CH:13]=[C:8]([CH3:7])[N:9]=5)[CH2:46][CH2:45]4)[CH2:19][CH2:20][CH2:21][C:22]3=[O:44])[CH:33]=[CH:32][CH:31]=2)[CH:27]=[CH:28]1. The yield is 0.940. (2) The reactants are Cl[C:2]1[N:3]=[CH:4][CH:5]=[C:6]2[CH:10]=[CH:9][NH:8][C:7]=12. The catalyst is CCO.[Pd]. The product is [NH:8]1[C:7]2=[CH:2][N:3]=[CH:4][CH:5]=[C:6]2[CH:10]=[CH:9]1. The yield is 0.750. (3) The reactants are [OH:1][C:2]1[CH:3]=[C:4]([C:8]([F:11])([F:10])[F:9])[CH:5]=[CH:6][CH:7]=1.F[C:13]1[CH:18]=[CH:17][CH:16]=[CH:15][C:14]=1[N+:19]([O-:21])=[O:20].[F:22][C:23]([F:39])([F:38])[C:24]1[CH:25]=[C:26]([CH:35]=[CH:36][CH:37]=1)[O:27][C:28]1[CH:34]=[CH:33][CH:32]=[CH:31][C:29]=1[NH2:30].[NH2:40][C:41]1[S:42][CH:43]=[CH:44][N:45]=1. No catalyst specified. The product is [F:11][C:8]([F:9])([F:10])[C:4]1[CH:3]=[C:2]([CH:7]=[CH:6][CH:5]=1)[O:1][C:13]1[CH:18]=[CH:17][CH:16]=[CH:15][C:14]=1[N+:19]([O-:21])=[O:20].[F:22][C:23]([F:38])([F:39])[C:24]1[CH:25]=[C:26]([CH:35]=[CH:36][CH:37]=1)[O:27][C:28]1[CH:34]=[CH:33][CH:32]=[CH:31][C:29]=1[NH:30][C:2]([NH:40][C:41]1[S:42][CH:43]=[CH:44][N:45]=1)=[O:1]. The yield is 0.650. (4) The product is [CH3:1][C:2]([CH3:49])([CH3:48])[CH2:3][O:4][S:5]([C:8]1[CH:9]=[CH:10][C:11]([C:14]2[CH:23]=[CH:22][C:21]3[C:16](=[CH:17][CH:18]=[C:19]([OH:24])[CH:20]=3)[C:15]=2[O:32][C:33]2[CH:38]=[CH:37][C:36]([O:39][CH2:40][CH2:41][N:42]3[CH2:47][CH2:46][CH2:45][CH2:44][CH2:43]3)=[CH:35][CH:34]=2)=[CH:12][CH:13]=1)(=[O:6])=[O:7]. The catalyst is [Pd].CO. The yield is 0.740. The reactants are [CH3:1][C:2]([CH3:49])([CH3:48])[CH2:3][O:4][S:5]([C:8]1[CH:13]=[CH:12][C:11]([C:14]2[CH:23]=[CH:22][C:21]3[C:16](=[CH:17][CH:18]=[C:19]([O:24]CC4C=CC=CC=4)[CH:20]=3)[C:15]=2[O:32][C:33]2[CH:38]=[CH:37][C:36]([O:39][CH2:40][CH2:41][N:42]3[CH2:47][CH2:46][CH2:45][CH2:44][CH2:43]3)=[CH:35][CH:34]=2)=[CH:10][CH:9]=1)(=[O:7])=[O:6].C([O-])=O.[NH4+]. (5) The catalyst is C(#N)C.[Cu](Cl)Cl. The reactants are N(OCCC(C)C)=O.N[C:10]1[S:11][C:12]2[CH:18]=[CH:17][CH:16]=[C:15]([CH3:19])[C:13]=2[N:14]=1.[ClH:20]. The yield is 0.710. The product is [Cl:20][C:10]1[S:11][C:12]2[CH:18]=[CH:17][CH:16]=[C:15]([CH3:19])[C:13]=2[N:14]=1. (6) The reactants are [F:1][C:2]1[CH:3]=[C:4]([CH:7]=[C:8]([OH:11])[C:9]=1[OH:10])[CH:5]=[O:6].[C:12]([O-])([O-])=O.[Cs+].[Cs+].O. The catalyst is CN(C=O)C. The product is [F:1][C:2]1[C:9]2[O:10][CH2:12][O:11][C:8]=2[CH:7]=[C:4]([CH:5]=[O:6])[CH:3]=1. The yield is 0.490. (7) The reactants are CC(OC(/N=N/C(OC(C)C)=O)=O)C.O[C:16]1[CH:17]=[C:18]([S:22]([N:25]([CH3:27])[CH3:26])(=[O:24])=[O:23])[CH:19]=[CH:20][CH:21]=1.[Cl:28][C:29]1[C:30]([C:55]([F:58])([F:57])[F:56])=[C:31]([CH:52]=[CH:53][CH:54]=1)[CH2:32][N:33]([CH2:38][CH:39]([C:46]1[CH:51]=[CH:50][CH:49]=[CH:48][CH:47]=1)[C:40]1[CH:45]=[CH:44][CH:43]=[CH:42][CH:41]=1)[CH2:34][CH2:35][CH2:36][OH:37].C1(P(C2C=CC=CC=2)C2C=CC=CC=2)C=CC=CC=1.Cl. The catalyst is C(Cl)Cl.C(OCC)C. The product is [ClH:28].[Cl:28][C:29]1[C:30]([C:55]([F:56])([F:57])[F:58])=[C:31]([CH:52]=[CH:53][CH:54]=1)[CH2:32][N:33]([CH2:38][CH:39]([C:40]1[CH:41]=[CH:42][CH:43]=[CH:44][CH:45]=1)[C:46]1[CH:51]=[CH:50][CH:49]=[CH:48][CH:47]=1)[CH2:34][CH2:35][CH2:36][O:37][C:19]1[CH:20]=[CH:21][CH:16]=[CH:17][C:18]=1[S:22]([N:25]([CH3:27])[CH3:26])(=[O:24])=[O:23]. The yield is 0.250. (8) The reactants are [NH2:1][C:2]1[CH:7]=[CH:6][C:5]([CH2:8][C:9]([O:11][CH3:12])=[O:10])=[C:4]([Cl:13])[CH:3]=1.Cl[C:15]1[C:20]([N+:21]([O-:23])=[O:22])=[C:19]([CH3:24])[CH:18]=[C:17]([CH3:25])[N:16]=1.C(N(C(C)C)CC)(C)C.O. The catalyst is CS(C)=O. The product is [Cl:13][C:4]1[CH:3]=[C:2]([NH:1][C:15]2[C:20]([N+:21]([O-:23])=[O:22])=[C:19]([CH3:24])[CH:18]=[C:17]([CH3:25])[N:16]=2)[CH:7]=[CH:6][C:5]=1[CH2:8][C:9]([O:11][CH3:12])=[O:10]. The yield is 0.290.